This data is from Reaction yield outcomes from USPTO patents with 853,638 reactions. The task is: Predict the reaction yield, written as a fraction of the theoretical maximum amount of product (1.0 means a 100% yield; for example, 0.34 means a 34% yield). The yield is 0.690. The catalyst is N1C=CC=CC=1. The reactants are [C:1]1(=[O:11])[O:6][C:4](=O)[C:3]2=[CH:7][CH:8]=[CH:9][CH:10]=[C:2]12.[CH3:12][O:13][C:14]1[N:15]=[C:16]2[C:25](=[CH:26][CH:27]=1)[N:24]=[CH:23][C:22]1[O:21][CH2:20][CH:19]([C@H:28]3[CH2:33][CH2:32][C@H:31]([NH2:34])[CH2:30][CH2:29]3)[NH:18][C:17]2=1. The product is [CH3:12][O:13][C:14]1[N:15]=[C:16]2[C:25](=[CH:26][CH:27]=1)[N:24]=[CH:23][C:22]1[O:21][CH2:20][CH:19]([C@H:28]3[CH2:33][CH2:32][C@H:31]([N:34]4[C:1](=[O:11])[C:2]5[C:3](=[CH:7][CH:8]=[CH:9][CH:10]=5)[C:4]4=[O:6])[CH2:30][CH2:29]3)[NH:18][C:17]2=1.